From a dataset of Forward reaction prediction with 1.9M reactions from USPTO patents (1976-2016). Predict the product of the given reaction. (1) Given the reactants [Br-].[CH2:2]([P+](C1C=CC=CC=1)(C1C=CC=CC=1)C1C=CC=CC=1)[CH2:3][CH2:4][CH2:5][CH3:6].[Li+].C[Si]([N-][Si](C)(C)C)(C)C.[Cl:36][C:37]1[CH:45]=[C:44]2[C:40]([CH:41]=[C:42]([CH:46]=O)[NH:43]2)=[CH:39][CH:38]=1.[Cl-].[NH4+], predict the reaction product. The product is: [Cl:36][C:37]1[CH:45]=[C:44]2[C:40]([CH:41]=[C:42]([CH:46]=[CH:2][CH2:3][CH2:4][CH2:5][CH3:6])[NH:43]2)=[CH:39][CH:38]=1. (2) Given the reactants [CH3:1][N:2]1[CH:6]=[C:5]([N:7]2[CH:12]=[CH:11][C:10](=[O:13])[C:9]([C:14]([OH:16])=O)=[N:8]2)[CH:4]=[N:3]1.Cl.[CH3:18][NH:19][O:20][CH3:21].CCN(C(C)C)C(C)C.C(Cl)CCl.C1C=CC2N(O)N=NC=2C=1, predict the reaction product. The product is: [CH3:21][O:20][N:19]([CH3:18])[C:14]([C:9]1[C:10](=[O:13])[CH:11]=[CH:12][N:7]([C:5]2[CH:4]=[N:3][N:2]([CH3:1])[CH:6]=2)[N:8]=1)=[O:16].